From a dataset of Full USPTO retrosynthesis dataset with 1.9M reactions from patents (1976-2016). Predict the reactants needed to synthesize the given product. (1) Given the product [CH:11]([NH:10][C:8]1[CH:9]=[C:4]([CH:5]=[C:6]([OH:15])[N:7]=1)[C:3]([OH:23])=[O:2])([CH2:13][CH3:14])[CH3:12], predict the reactants needed to synthesize it. The reactants are: C[O:2][C:3](=[O:23])[C:4]1[CH:9]=[C:8]([NH:10][CH:11]([CH2:13][CH3:14])[CH3:12])[N:7]=[C:6]([O:15]CC2C=CC=CC=2)[CH:5]=1.[H][H]. (2) Given the product [NH2:1][C:2]1[CH:7]=[C:6]([O:8][C:9]2[CH:10]=[C:11]([CH:17]=[CH:18][C:19]=2[Cl:20])[C:12]([O:14][CH2:15][CH3:16])=[O:13])[C:5]([Br:21])=[CH:4][N:3]=1, predict the reactants needed to synthesize it. The reactants are: [NH2:1][C:2]1[CH:7]=[C:6]([O:8][C:9]2[CH:10]=[C:11]([CH:17]=[CH:18][C:19]=2[Cl:20])[C:12]([O:14][CH2:15][CH3:16])=[O:13])[CH:5]=[CH:4][N:3]=1.[Br:21]Br. (3) Given the product [F:37][CH:7]([F:6])[C:8]1[N:12]([C:13]2[N:18]=[C:17]([N:19]3[CH2:20][CH2:21][N:22]([S:2]([CH3:1])(=[O:4])=[O:3])[CH2:23][CH2:24]3)[N:16]=[C:15]([CH:25]3[CH2:26][CH2:27][O:28][CH2:29][CH2:30]3)[N:14]=2)[C:11]2[CH:31]=[CH:32][CH:33]=[C:34]([O:35][CH3:36])[C:10]=2[N:9]=1, predict the reactants needed to synthesize it. The reactants are: [CH3:1][S:2](Cl)(=[O:4])=[O:3].[F:6][CH:7]([F:37])[C:8]1[N:12]([C:13]2[N:18]=[C:17]([N:19]3[CH2:24][CH2:23][NH:22][CH2:21][CH2:20]3)[N:16]=[C:15]([CH:25]3[CH2:30][CH2:29][O:28][CH2:27][CH2:26]3)[N:14]=2)[C:11]2[CH:31]=[CH:32][CH:33]=[C:34]([O:35][CH3:36])[C:10]=2[N:9]=1.C([O-])([O-])=O.[K+].[K+].O. (4) Given the product [Br:23][CH2:7][C:2]([C:3]1[CH:4]=[CH:5][C:8]([OH:9])=[CH:18][N:19]=1)=[O:1], predict the reactants needed to synthesize it. The reactants are: [OH:1][C:2]1[CH:3]=[CH:4][C:5]([C:8](Cl)=[O:9])=N[CH:7]=1.O1CCCC1.C[Si](C)(C)[CH:18]=[N+:19]=[N-].[BrH:23]. (5) Given the product [O:3]=[C:4]1[N:16]([CH:17]2[CH2:18][CH2:19][N:20]([C:23]([O:25][C@@H:26]([C:44]([OH:46])=[O:45])[CH2:27][C:28]3[CH:33]=[C:32]([CH3:34])[C:31]([O:35][CH2:36][C:37]4[CH:38]=[CH:39][CH:40]=[CH:41][CH:42]=4)=[C:30]([CH3:43])[CH:29]=3)=[O:24])[CH2:21][CH2:22]2)[C:7]2[CH:8]=[N:9][C:10]3[CH:11]=[CH:12][CH:13]=[CH:14][C:15]=3[C:6]=2[NH:5]1, predict the reactants needed to synthesize it. The reactants are: [Li+].[OH-].[O:3]=[C:4]1[N:16]([CH:17]2[CH2:22][CH2:21][N:20]([C:23]([O:25][C@@H:26]([C:44]([O:46]C)=[O:45])[CH2:27][C:28]3[CH:33]=[C:32]([CH3:34])[C:31]([O:35][CH2:36][C:37]4[CH:42]=[CH:41][CH:40]=[CH:39][CH:38]=4)=[C:30]([CH3:43])[CH:29]=3)=[O:24])[CH2:19][CH2:18]2)[C:7]2[CH:8]=[N:9][C:10]3[CH:11]=[CH:12][CH:13]=[CH:14][C:15]=3[C:6]=2[NH:5]1. (6) Given the product [Br:1][C:2]1[CH:3]=[C:4]([C:7]([NH:12][N:19]2[CH2:24][CH2:23][O:22][CH2:21][CH2:20]2)=[O:8])[S:5][CH:6]=1, predict the reactants needed to synthesize it. The reactants are: [Br:1][C:2]1[CH:3]=[C:4]([C:7](Cl)=[O:8])[S:5][CH:6]=1.CC[N:12](C(C)C)C(C)C.[NH:19]1[CH2:24][CH2:23][O:22][CH2:21][CH2:20]1. (7) Given the product [OH:40][CH:39]([C:7]1[CH:8]=[N:9][CH:10]=[CH:11][CH:12]=1)[C:24]1[N:23]([CH:20]([CH3:22])[CH3:21])[C:27](=[O:28])[N:26]([C:29]2[CH:30]=[CH:31][C:32]([C:35]([F:38])([F:36])[F:37])=[CH:33][CH:34]=2)[N:25]=1, predict the reactants needed to synthesize it. The reactants are: C([Mg]Cl)(C)C.Br[C:7]1[CH:8]=[N:9][CH:10]=[CH:11][CH:12]=1.C(N(CC)CC)C.[CH:20]([N:23]1[C:27](=[O:28])[N:26]([C:29]2[CH:34]=[CH:33][C:32]([C:35]([F:38])([F:37])[F:36])=[CH:31][CH:30]=2)[N:25]=[C:24]1[CH:39]=[O:40])([CH3:22])[CH3:21]. (8) The reactants are: [CH2:1]([C:3]1[C:8](=[O:9])[NH:7][C:6]([CH3:10])=[C:5]([C:11]2[S:15][C:14]([S:16](Cl)(=[O:18])=[O:17])=[CH:13][CH:12]=2)[CH:4]=1)[CH3:2].[O:20]1[CH:24]=[CH:23][CH:22]=[C:21]1[CH2:25][NH2:26]. Given the product [O:20]1[CH:24]=[CH:23][CH:22]=[C:21]1[CH2:25][NH:26][S:16]([C:14]1[S:15][C:11]([C:5]2[CH:4]=[C:3]([CH2:1][CH3:2])[C:8](=[O:9])[NH:7][C:6]=2[CH3:10])=[CH:12][CH:13]=1)(=[O:18])=[O:17], predict the reactants needed to synthesize it.